The task is: Predict the reactants needed to synthesize the given product.. This data is from Full USPTO retrosynthesis dataset with 1.9M reactions from patents (1976-2016). (1) The reactants are: O=S(Cl)Cl.[Br:5][CH2:6][CH2:7][CH2:8][CH2:9][CH2:10][C:11]([OH:13])=[O:12].[CH3:14]O. Given the product [Br:5][CH2:6][CH2:7][CH2:8][CH2:9][CH2:10][C:11]([O:13][CH3:14])=[O:12], predict the reactants needed to synthesize it. (2) Given the product [Br:1][C:2]1[C:3]([F:11])=[C:4]([CH:5]=[CH:6][CH:7]=1)[NH:8][CH3:9], predict the reactants needed to synthesize it. The reactants are: [Br:1][C:2]1[C:3]([F:11])=[C:4]([NH:8][CH:9]=O)[CH:5]=[CH:6][CH:7]=1.CSC.B.Cl. (3) Given the product [CH3:13][O:14][C:15]1[N:20]=[CH:19][C:18]([N:21]2[C:25]([C:26]3[CH:31]=[CH:30][CH:29]=[CH:28][N:27]=3)=[CH:24][C:23]([C:32]([N:34]3[CH2:39][CH2:38][N:37]([C:8](=[O:10])[CH3:9])[CH2:36][CH2:35]3)=[O:33])=[N:22]2)=[CH:17][CH:16]=1, predict the reactants needed to synthesize it. The reactants are: C(N(CC)CC)C.[C:8](Cl)(=[O:10])[CH3:9].Cl.[CH3:13][O:14][C:15]1[N:20]=[CH:19][C:18]([N:21]2[C:25]([C:26]3[CH:31]=[CH:30][CH:29]=[CH:28][N:27]=3)=[CH:24][C:23]([C:32]([N:34]3[CH2:39][CH2:38][NH:37][CH2:36][CH2:35]3)=[O:33])=[N:22]2)=[CH:17][CH:16]=1. (4) Given the product [N+:17]([C:12]1[C:13]([OH:15])=[N:14][C:9]([S:8][CH2:7][C:1]2[CH:6]=[CH:5][CH:4]=[CH:3][CH:2]=2)=[N:10][C:11]=1[OH:16])([O-:19])=[O:18], predict the reactants needed to synthesize it. The reactants are: [C:1]1([CH2:7][S:8][C:9]2[N:14]=[C:13]([OH:15])[CH:12]=[C:11]([OH:16])[N:10]=2)[CH:6]=[CH:5][CH:4]=[CH:3][CH:2]=1.[N+:17]([O-])([OH:19])=[O:18]. (5) Given the product [NH2:1][C:2]1[CH:7]=[C:6]([NH:8][S:23]([C:17]2[CH:22]=[CH:21][CH:20]=[CH:19][CH:18]=2)(=[O:25])=[O:24])[CH:5]=[CH:4][C:3]=1[CH2:9][C:10]([O:12][C:13]([CH3:16])([CH3:15])[CH3:14])=[O:11], predict the reactants needed to synthesize it. The reactants are: [NH2:1][C:2]1[CH:7]=[C:6]([NH2:8])[CH:5]=[CH:4][C:3]=1[CH2:9][C:10]([O:12][C:13]([CH3:16])([CH3:15])[CH3:14])=[O:11].[C:17]1([S:23](Cl)(=[O:25])=[O:24])[CH:22]=[CH:21][CH:20]=[CH:19][CH:18]=1.ClCCl.CO. (6) Given the product [OH:11][C:10]1[CH:9]=[C:8]2[C:4]([CH2:5][CH2:6][C:7]2=[O:12])=[CH:3][C:2]=1[O:1][CH3:15], predict the reactants needed to synthesize it. The reactants are: [OH:1][C:2]1[CH:3]=[C:4]2[C:8](=[CH:9][C:10]=1[OH:11])[C:7](=[O:12])[CH2:6][CH2:5]2.IC.[C:15](=O)([O-])[O-].[Li+].[Li+]. (7) Given the product [Cl:1][C:2]1[CH:7]=[CH:6][C:5]([C:8]2[N:12]([CH:13]([CH:16]3[CH2:18][CH2:17]3)[CH2:14][O:15][C:33]3[C:32]([CH3:35])=[CH:31][C:28]([C:29]#[N:30])=[CH:27][C:26]=3[CH3:25])[C:11]3[CH:19]=[C:20]([F:24])[C:21]([F:23])=[CH:22][C:10]=3[N:9]=2)=[CH:4][CH:3]=1, predict the reactants needed to synthesize it. The reactants are: [Cl:1][C:2]1[CH:7]=[CH:6][C:5]([C:8]2[N:12]([CH:13]([CH:16]3[CH2:18][CH2:17]3)[CH2:14][OH:15])[C:11]3[CH:19]=[C:20]([F:24])[C:21]([F:23])=[CH:22][C:10]=3[N:9]=2)=[CH:4][CH:3]=1.[CH3:25][C:26]1[CH:27]=[C:28]([CH:31]=[C:32]([CH3:35])[C:33]=1O)[C:29]#[N:30]. (8) Given the product [Cl:28][C:24]1[CH:23]=[C:22]2[C:27](=[CH:26][CH:25]=1)[C@@:18]1([CH2:17][O:16][C:15]3[CH:30]=[CH:31][C:32]([C:34]([O:36][CH3:37])=[O:35])=[CH:33][C:14]=3[N:13]([CH2:12][C@@H:9]3[CH2:10][CH2:11][C@H:8]3[CH2:7][OH:6])[CH2:29]1)[CH2:19][CH2:20][CH2:21]2, predict the reactants needed to synthesize it. The reactants are: [OH-].[K+].C([O:6][CH2:7][C@H:8]1[CH2:11][CH2:10][C@H:9]1[CH2:12][N:13]1[CH2:29][C@:18]2([C:27]3[C:22](=[CH:23][C:24]([Cl:28])=[CH:25][CH:26]=3)[CH2:21][CH2:20][CH2:19]2)[CH2:17][O:16][C:15]2[CH:30]=[CH:31][C:32]([C:34]([O:36][CH3:37])=[O:35])=[CH:33][C:14]1=2)(=O)C.Cl. (9) Given the product [CH2:1]([O:3][C:4]([C:5]1([C:8]([F:9])([F:10])[F:11])[CH:15]=[CH:14][CH2:13][O:12]1)=[O:16])[CH3:2], predict the reactants needed to synthesize it. The reactants are: [CH2:1]([O:3][C:4](=[O:16])[C:5]([O:12][CH2:13][CH:14]=[CH2:15])([C:8]([F:11])([F:10])[F:9])C=C)[CH3:2]. (10) Given the product [C:17]([O:21][C:22]([N:24]1[CH2:29][CH2:28][C:27]([C:30]#[N:31])([C:7]2[N:6]([S:3](=[O:5])(=[O:4])[N:2]([CH3:16])[CH3:1])[C:10]3[CH:11]=[CH:12][CH:13]=[CH:14][C:9]=3[N:8]=2)[CH2:26][CH2:25]1)=[O:23])([CH3:20])([CH3:18])[CH3:19], predict the reactants needed to synthesize it. The reactants are: [CH3:1][N:2]([CH3:16])[S:3]([N:6]1[C:10]2[CH:11]=[CH:12][CH:13]=[CH:14][C:9]=2[N:8]=[C:7]1Cl)(=[O:5])=[O:4].[C:17]([O:21][C:22]([N:24]1[CH2:29][CH2:28][CH:27]([C:30]#[N:31])[CH2:26][CH2:25]1)=[O:23])([CH3:20])([CH3:19])[CH3:18].C[Si](C)(C)[N-][Si](C)(C)C.[Na+].